This data is from CYP2C19 inhibition data for predicting drug metabolism from PubChem BioAssay. The task is: Regression/Classification. Given a drug SMILES string, predict its absorption, distribution, metabolism, or excretion properties. Task type varies by dataset: regression for continuous measurements (e.g., permeability, clearance, half-life) or binary classification for categorical outcomes (e.g., BBB penetration, CYP inhibition). Dataset: cyp2c19_veith. The result is 0 (non-inhibitor). The compound is CCc1nc(SCC(=O)NNC(=O)C2CCCCC2)c2ccccc2n1.